This data is from Forward reaction prediction with 1.9M reactions from USPTO patents (1976-2016). The task is: Predict the product of the given reaction. (1) Given the reactants [Cl:1][C:2]1[C:3]2[NH:10][CH:9]=[CH:8][C:4]=2[N:5]=[CH:6][N:7]=1.C(=O)([O-])[O-].[Cs+].[Cs+].Br[CH2:18][CH2:19][F:20], predict the reaction product. The product is: [Cl:1][C:2]1[C:3]2[N:10]([CH2:18][CH2:19][F:20])[CH:9]=[CH:8][C:4]=2[N:5]=[CH:6][N:7]=1. (2) The product is: [Cl:15][C:16]1[CH:21]=[C:20]([O:4][CH2:3][C:2]([F:6])([F:5])[F:1])[C:19]([CH3:23])=[CH:18][C:17]=1[N+:24]([O-:26])=[O:25]. Given the reactants [F:1][C:2]([F:6])([F:5])[CH2:3][O-:4].[Na+].[Na].FC(F)(F)CO.[Cl:15][C:16]1[CH:21]=[C:20](F)[C:19]([CH3:23])=[CH:18][C:17]=1[N+:24]([O-:26])=[O:25].C(O)(=O)CC(CC(O)=O)(C(O)=O)O.[H-].[Na+], predict the reaction product. (3) The product is: [CH2:25]([C:22]1[CH:23]=[CH:24][C:19]([CH2:18][N:1]2[C:9]3[C:4](=[CH:5][CH:6]=[CH:7][CH:8]=3)[C:3](=[O:10])[NH:2]2)=[CH:20][CH:21]=1)[CH2:26][CH3:27]. Given the reactants [NH:1]1[C:9]2[C:4](=[CH:5][CH:6]=[CH:7][CH:8]=2)[C:3](=[O:10])[NH:2]1.C(=O)([O-])[O-].[K+].[K+].Br[CH2:18][C:19]1[CH:24]=[CH:23][C:22]([CH2:25][CH2:26][CH3:27])=[CH:21][CH:20]=1, predict the reaction product. (4) Given the reactants [NH2:1][C@@H:2]([CH2:5][C@@H:6]([O:9][C:10]1[CH:15]=[CH:14][CH:13]=[C:12]([O:16][CH2:17][C:18]2[CH:23]=[CH:22][CH:21]=[CH:20][CH:19]=2)[CH:11]=1)[CH2:7][CH3:8])[CH2:3][OH:4].C([O-])(=O)C.[Na+].[N:29]#[C:30]Br, predict the reaction product. The product is: [CH2:17]([O:16][C:12]1[CH:11]=[C:10]([CH:15]=[CH:14][CH:13]=1)[O:9][C@@H:6]([CH2:7][CH3:8])[CH2:5][C@H:2]1[CH2:3][O:4][C:30]([NH2:29])=[N:1]1)[C:18]1[CH:23]=[CH:22][CH:21]=[CH:20][CH:19]=1. (5) Given the reactants Br[C:2]1[CH:3]=[C:4]2[C:8](=[CH:9][CH:10]=1)[NH:7][N:6]=[C:5]2[CH3:11].[C:12]([Si:14]([CH3:17])([CH3:16])[CH3:15])#[CH:13], predict the reaction product. The product is: [CH3:11][C:5]1[C:4]2[C:8](=[CH:9][CH:10]=[C:2]([C:13]#[C:12][Si:14]([CH3:17])([CH3:16])[CH3:15])[CH:3]=2)[NH:7][N:6]=1. (6) Given the reactants [CH3:1][C:2]1[CH:3]=[CH:4][C:5]([N:11]2[C:15]([CH3:16])=[N:14][CH:13]=[N:12]2)=[C:6]([CH:10]=1)[C:7]([OH:9])=O.[CH3:17][C@@H:18]1[CH2:23][CH2:22][CH2:21][NH:20][C@@H:19]1[CH2:24][NH:25][C:26]1[CH:31]=[CH:30][C:29]([C:32]([F:35])([F:34])[F:33])=[CH:28][N:27]=1, predict the reaction product. The product is: [CH3:17][C@@H:18]1[CH2:23][CH2:22][CH2:21][N:20]([C:7]([C:6]2[CH:10]=[C:2]([CH3:1])[CH:3]=[CH:4][C:5]=2[N:11]2[C:15]([CH3:16])=[N:14][CH:13]=[N:12]2)=[O:9])[C@@H:19]1[CH2:24][NH:25][C:26]1[CH:31]=[CH:30][C:29]([C:32]([F:35])([F:33])[F:34])=[CH:28][N:27]=1. (7) The product is: [OH:11][C:12]1[CH:13]=[C:14]2[C:19](=[CH:20][C:21]=1[OH:22])[NH:18][C:17](=[O:24])[N:16]=[CH:15]2. Given the reactants Cl.[NH+]1C=CC=CC=1.C([O:11][C:12]1[CH:13]=[C:14]2[C:19](=[CH:20][C:21]=1[O:22]C)[NH:18][C:17](=[O:24])[N:16]=[CH:15]2)(=O)C.N, predict the reaction product. (8) Given the reactants [C:1]([CH:4](OS(C1C=CC(C)=CC=1)(=O)=O)[C:5]1[CH:10]=[CH:9][CH:8]=[CH:7][CH:6]=1)(=[O:3])[NH2:2].[F:22][C:23]1[CH:24]=[C:25]([CH2:33][CH2:34][C@H:35]2[C:44]3[C:39](=[CH:40][C:41]([O:47][CH3:48])=[C:42]([O:45][CH3:46])[CH:43]=3)[CH2:38][CH2:37][NH:36]2)[CH:26]=[CH:27][C:28]=1[C:29]([F:32])([F:31])[F:30], predict the reaction product. The product is: [F:22][C:23]1[CH:24]=[C:25]([CH2:33][CH2:34][C@H:35]2[C:44]3[C:39](=[CH:40][C:41]([O:47][CH3:48])=[C:42]([O:45][CH3:46])[CH:43]=3)[CH2:38][CH2:37][N:36]2[C@H:4]([C:5]2[CH:6]=[CH:7][CH:8]=[CH:9][CH:10]=2)[C:1]([NH2:2])=[O:3])[CH:26]=[CH:27][C:28]=1[C:29]([F:32])([F:30])[F:31].